This data is from Kir2.1 potassium channel HTS with 301,493 compounds. The task is: Binary Classification. Given a drug SMILES string, predict its activity (active/inactive) in a high-throughput screening assay against a specified biological target. (1) The drug is O=C(N1N=C(CC1c1c2c(n(c1)Cc1ccccc1)cccc2)c1ccccc1)C. The result is 0 (inactive). (2) The compound is S(=O)(=O)(Nc1ccc(cc1)C)c1cc2NC(=O)COc2cc1. The result is 0 (inactive). (3) The molecule is S(=O)(=O)(Nc1c(OCC)ccc(OCC)c1)c1ncn(c1)C. The result is 0 (inactive). (4) The molecule is Clc1c(Nc2n(nc(c2)C)c2ccccc2)ncc(Cl)c1. The result is 0 (inactive). (5) The molecule is s1c2CCCc2c(c1NC(=O)c1noc(c1)C)C#N. The result is 0 (inactive). (6) The compound is S(Cc1c(cccc1)C)c1ncnc2c1cccc2. The result is 0 (inactive). (7) The molecule is O=C(NCC1CCN(CC1)Cc1cc(ccc1)C)CCNC(=O)Cn1c(=O)c2c(cc1)cccc2. The result is 0 (inactive).